This data is from Full USPTO retrosynthesis dataset with 1.9M reactions from patents (1976-2016). The task is: Predict the reactants needed to synthesize the given product. (1) Given the product [F:20][C:21]1[C:26]([F:27])=[CH:25][CH:24]=[CH:23][C:22]=1[CH2:28][C:29]([C:14]1[C:8]2[C:9](=[N:10][CH:11]=[C:6]([C:5]#[C:4][CH2:3][N:2]([CH3:1])[CH3:15])[CH:7]=2)[NH:12][CH:13]=1)=[O:30], predict the reactants needed to synthesize it. The reactants are: [CH3:1][N:2]([CH3:15])[CH2:3][C:4]#[C:5][C:6]1[CH:7]=[C:8]2[CH:14]=[CH:13][NH:12][C:9]2=[N:10][CH:11]=1.[Al+3].[Cl-].[Cl-].[Cl-].[F:20][C:21]1[C:26]([F:27])=[CH:25][CH:24]=[CH:23][C:22]=1[CH2:28][C:29](Cl)=[O:30]. (2) Given the product [O:34]=[S:1]1(=[O:28])[CH:5]=[CH:4][C:3]2[CH:6]=[CH:7][CH:8]=[C:9]([C:10]([CH3:22])([CH3:21])[CH2:11][C:12]([C:17]([F:18])([F:19])[F:20])([OH:16])[CH2:13][C:14]#[CH:15])[C:2]1=2, predict the reactants needed to synthesize it. The reactants are: [S:1]1[CH:5]=[CH:4][C:3]2[CH:6]=[CH:7][CH:8]=[C:9]([C:10]([CH3:22])([CH3:21])[CH2:11][C:12]([C:17]([F:20])([F:19])[F:18])([OH:16])[CH2:13][C:14]#[CH:15])[C:2]1=2.ClC1C=C(C=CC=1)C(OO)=[O:28].[OH-:34].[Na+]. (3) Given the product [Cl:1][C:2]1[CH:3]=[N:4][C:5]2[N:6]([N:8]=[C:9]([C:11]([N:20]3[CH2:19][CH2:18][N:17]4[CH:21]=[CH:22][N:23]=[C:16]4[CH:15]3[CH3:14])=[O:13])[CH:10]=2)[CH:7]=1, predict the reactants needed to synthesize it. The reactants are: [Cl:1][C:2]1[CH:3]=[N:4][C:5]2[N:6]([N:8]=[C:9]([C:11]([OH:13])=O)[CH:10]=2)[CH:7]=1.[CH3:14][CH:15]1[NH:20][CH2:19][CH2:18][N:17]2[CH:21]=[CH:22][N:23]=[C:16]12. (4) Given the product [NH2:6][C:7]1[C:8]2[CH:15]=[CH:14][N:13]([C@@H:16]3[CH2:17][C@H:18]([CH2:26][N:27]([CH3:47])[CH:28]4[CH2:31][CH:30]([CH2:32][CH2:33][C:34]5[NH:38][C:37]6[CH:39]=[CH:40][C:41]([CH:43]7[CH2:44][O:45][CH2:46]7)=[CH:42][C:36]=6[N:35]=5)[CH2:29]4)[C@@H:19]([OH:20])[C@H:23]3[OH:22])[C:9]=2[N:10]=[CH:11][N:12]=1, predict the reactants needed to synthesize it. The reactants are: COC1C=C(OC)C=CC=1C[NH:6][C:7]1[C:8]2[CH:15]=[CH:14][N:13]([C@H:16]3[C@H:23]4[C@H:19]([O:20]C(C)(C)[O:22]4)[C@@H:18]([CH2:26][N:27]([CH3:47])[CH:28]4[CH2:31][CH:30]([CH2:32][CH2:33][C:34]5[NH:38][C:37]6[CH:39]=[CH:40][C:41]([CH:43]7[CH2:46][O:45][CH2:44]7)=[CH:42][C:36]=6[N:35]=5)[CH2:29]4)[CH2:17]3)[C:9]=2[N:10]=[CH:11][N:12]=1.FC(F)(F)C(O)=O.O. (5) Given the product [F:37][C:33]1[CH:32]=[C:31]([CH:36]=[CH:35][CH:34]=1)[O:30][C:27]1[CH:28]=[CH:29][C:24]([O:23][C:17]2[N:16]=[CH:15][C:14]([NH:13][CH:10]3[CH2:11][CH2:12][NH:8][CH2:9]3)=[CH:19][C:18]=2[C:20]([NH2:21])=[O:22])=[CH:25][CH:26]=1, predict the reactants needed to synthesize it. The reactants are: C(OC([N:8]1[CH2:12][CH2:11][CH:10]([NH:13][C:14]2[CH:15]=[N:16][C:17]([O:23][C:24]3[CH:29]=[CH:28][C:27]([O:30][C:31]4[CH:36]=[CH:35][CH:34]=[C:33]([F:37])[CH:32]=4)=[CH:26][CH:25]=3)=[C:18]([C:20](=[O:22])[NH2:21])[CH:19]=2)[CH2:9]1)=O)(C)(C)C.Cl.